The task is: Predict which catalyst facilitates the given reaction.. This data is from Catalyst prediction with 721,799 reactions and 888 catalyst types from USPTO. The catalyst class is: 9. Product: [F:63][C:64]1[CH:80]=[CH:79][CH:78]=[CH:77][C:65]=1[CH2:66][C:67]1([CH2:74][O:75][CH3:76])[CH2:72][CH2:71][CH2:70][N:69]([NH:73][C:17]([C:14]2[CH:15]=[C:16]3[C:11](=[CH:12][CH:13]=2)[N:10]([C:20]([C:33]2[CH:38]=[CH:37][CH:36]=[CH:35][CH:34]=2)([C:27]2[CH:32]=[CH:31][CH:30]=[CH:29][CH:28]=2)[C:21]2[CH:22]=[CH:23][CH:24]=[CH:25][CH:26]=2)[N:9]=[C:8]3[C:6]2[CH:5]=[CH:4][N:3]=[C:2]([CH3:1])[CH:7]=2)=[O:19])[CH2:68]1. Reactant: [CH3:1][C:2]1[CH:7]=[C:6]([C:8]2[NH:9][N:10]([C:20]([C:33]3[CH:38]=[CH:37][CH:36]=[CH:35][CH:34]=3)([C:27]3[CH:32]=[CH:31][CH:30]=[CH:29][CH:28]=3)[C:21]3[CH:26]=[CH:25][CH:24]=[CH:23][CH:22]=3)[C:11]3[C:16]=2[CH2:15][C:14]([C:17]([OH:19])=O)=[CH:13][CH:12]=3)[CH:5]=[CH:4][N:3]=1.CN(C(ON1N=NC2C=CC=NC1=2)=[N+](C)C)C.F[P-](F)(F)(F)(F)F.[F:63][C:64]1[CH:80]=[CH:79][CH:78]=[CH:77][C:65]=1[CH2:66][C:67]1([CH2:74][O:75][CH3:76])[CH2:72][CH2:71][CH2:70][N:69]([NH2:73])[CH2:68]1.C(N(C(C)C)CC)(C)C.